From a dataset of Reaction yield outcomes from USPTO patents with 853,638 reactions. Predict the reaction yield, written as a fraction of the theoretical maximum amount of product (1.0 means a 100% yield; for example, 0.34 means a 34% yield). (1) The yield is 0.710. The catalyst is C(Cl)Cl. The reactants are [BH-](OC(C)=O)(OC(C)=O)OC(C)=O.[Na+].[C:15]([N:34]1[CH:38]=[C:37]([CH:39]=O)[N:36]=[CH:35]1)([C:28]1[CH:33]=[CH:32][CH:31]=[CH:30][CH:29]=1)([C:22]1[CH:27]=[CH:26][CH:25]=[CH:24][CH:23]=1)[C:16]1[CH:21]=[CH:20][CH:19]=[CH:18][CH:17]=1.[F:41][C:42]1[CH:49]=[CH:48][C:45]([CH2:46][NH2:47])=[CH:44][CH:43]=1. The product is [F:41][C:42]1[CH:49]=[CH:48][C:45]([CH2:46][NH:47][CH2:39][C:37]2[N:36]=[CH:35][N:34]([C:15]([C:28]3[CH:33]=[CH:32][CH:31]=[CH:30][CH:29]=3)([C:22]3[CH:27]=[CH:26][CH:25]=[CH:24][CH:23]=3)[C:16]3[CH:21]=[CH:20][CH:19]=[CH:18][CH:17]=3)[CH:38]=2)=[CH:44][CH:43]=1. (2) The reactants are Cl.Cl[CH2:3][C:4]1[CH:13]=[CH:12][C:11]([OH:14])=[C:10]2[C:5]=1[CH:6]=[CH:7][CH:8]=[N:9]2.C(N(C(C)C)CC)(C)C.[CH2:24]([N:27]1[CH2:32][CH2:31][NH:30][CH2:29][CH2:28]1)[C:25]#[CH:26]. The catalyst is C(Cl)(Cl)Cl. The product is [CH2:24]([N:27]1[CH2:32][CH2:31][N:30]([CH2:3][C:4]2[CH:13]=[CH:12][C:11]([OH:14])=[C:10]3[C:5]=2[CH:6]=[CH:7][CH:8]=[N:9]3)[CH2:29][CH2:28]1)[C:25]#[CH:26]. The yield is 0.860. (3) The reactants are [Cl:1][C:2]1[CH:11]=[CH:10][C:5]2[N:6]=[C:7](N)[S:8][C:4]=2[CH:3]=1.C([CH2:14][O:15][C:16]1[C:17]([F:26])=[C:18]([C:23]([NH2:25])=[O:24])[C:19]([F:22])=[CH:20][CH:21]=1)#N. No catalyst specified. The product is [Cl:1][C:2]1[CH:11]=[CH:10][C:5]2[N:6]=[C:7]([CH2:14][O:15][C:16]3[C:17]([F:26])=[C:18]([C:23]([NH2:25])=[O:24])[C:19]([F:22])=[CH:20][CH:21]=3)[S:8][C:4]=2[CH:3]=1. The yield is 0.380. (4) The reactants are [H-].[Na+].[CH3:3][O:4][C:5]1[CH:13]=[C:12]2[C:8]([C:9]([C:15]#[N:16])=[C:10]([CH3:14])[NH:11]2)=[CH:7][CH:6]=1.[CH2:17](I)[CH3:18]. The catalyst is CN(C=O)C. The product is [CH2:17]([N:11]1[C:12]2[C:8](=[CH:7][CH:6]=[C:5]([O:4][CH3:3])[CH:13]=2)[C:9]([C:15]#[N:16])=[C:10]1[CH3:14])[CH3:18]. The yield is 0.920. (5) The reactants are [CH3:1][O:2][C:3]1[CH:4]=[CH:5][C:6]2[C:12]([CH3:14])([CH3:13])[CH2:11][CH2:10][C:9](=[O:15])[NH:8][C:7]=2[CH:16]=1.FC(F)(F)C(OC(=O)C(F)(F)F)=O.[N+:30]([O-:33])([O-:32])=[O:31].[K+]. The catalyst is C(#N)C. The product is [CH3:1][O:2][C:3]1[CH:4]=[CH:5][C:6]2[C:12]([CH3:14])([CH3:13])[CH2:11][CH2:10][C:9](=[O:15])[NH:8][C:7]=2[C:16]=1[N+:30]([O-:32])=[O:31].[CH3:1][O:2][C:3]1[C:4]([N+:30]([O-:33])=[O:31])=[CH:5][C:6]2[C:12]([CH3:14])([CH3:13])[CH2:11][CH2:10][C:9](=[O:15])[NH:8][C:7]=2[CH:16]=1. The yield is 0.420.